Dataset: NCI-60 drug combinations with 297,098 pairs across 59 cell lines. Task: Regression. Given two drug SMILES strings and cell line genomic features, predict the synergy score measuring deviation from expected non-interaction effect. (1) Drug 1: CN(C)N=NC1=C(NC=N1)C(=O)N. Drug 2: CC1C(C(CC(O1)OC2CC(CC3=C2C(=C4C(=C3O)C(=O)C5=C(C4=O)C(=CC=C5)OC)O)(C(=O)CO)O)N)O.Cl. Cell line: SNB-75. Synergy scores: CSS=61.9, Synergy_ZIP=0.137, Synergy_Bliss=4.82, Synergy_Loewe=8.58, Synergy_HSA=9.20. (2) Drug 1: C1=NC(=NC(=O)N1C2C(C(C(O2)CO)O)O)N. Drug 2: CCN(CC)CCNC(=O)C1=C(NC(=C1C)C=C2C3=C(C=CC(=C3)F)NC2=O)C. Cell line: MDA-MB-231. Synergy scores: CSS=9.27, Synergy_ZIP=-0.972, Synergy_Bliss=0.567, Synergy_Loewe=-3.47, Synergy_HSA=-4.23.